Dataset: Forward reaction prediction with 1.9M reactions from USPTO patents (1976-2016). Task: Predict the product of the given reaction. (1) Given the reactants [F:1][C:2]1[CH:10]=[CH:9][C:8]([CH:11]2[CH2:16][CH2:15][NH:14][CH2:13][CH2:12]2)=[CH:7][C:3]=1[C:4]([NH2:6])=O.P(Cl)(Cl)(Cl)=O.C(=O)([O-])[O-].[Na+].[Na+].C(OCC)(=O)C, predict the reaction product. The product is: [F:1][C:2]1[CH:10]=[CH:9][C:8]([CH:11]2[CH2:16][CH2:15][NH:14][CH2:13][CH2:12]2)=[CH:7][C:3]=1[C:4]#[N:6]. (2) Given the reactants C(Cl)(=O)C(Cl)=O.[C:7]([CH2:9][C:10]([OH:12])=O)#[N:8].[CH3:13][O:14][CH2:15][CH2:16][O:17][C:18]1[CH:23]=[CH:22][C:21]([CH:24]([NH2:27])[CH2:25][CH3:26])=[CH:20][CH:19]=1.C(N(CC)CC)C, predict the reaction product. The product is: [C:7]([CH2:9][C:10]([NH:27][CH:24]([C:21]1[CH:22]=[CH:23][C:18]([O:17][CH2:16][CH2:15][O:14][CH3:13])=[CH:19][CH:20]=1)[CH2:25][CH3:26])=[O:12])#[N:8]. (3) Given the reactants [F:1][C:2]1[CH:3]=[C:4]([CH:33]=[CH:34][C:35]=1[NH:36][C:37]([NH:39][C:40]1[CH:45]=[C:44]([CH3:46])[CH:43]=[CH:42][C:41]=1[F:47])=[O:38])[O:5][C:6]1[CH:11]=[CH:10][N:9]=[C:8]2[CH:12]=[C:13]([C:15]([NH:17][CH2:18][CH2:19][CH2:20][N:21]3[CH2:25][CH2:24][CH:23]([C:26]([O:28]C(C)(C)C)=[O:27])[CH2:22]3)=[O:16])[S:14][C:7]=12.FC(F)(F)C(O)=O, predict the reaction product. The product is: [F:1][C:2]1[CH:3]=[C:4]([CH:33]=[CH:34][C:35]=1[NH:36][C:37]([NH:39][C:40]1[CH:45]=[C:44]([CH3:46])[CH:43]=[CH:42][C:41]=1[F:47])=[O:38])[O:5][C:6]1[CH:11]=[CH:10][N:9]=[C:8]2[CH:12]=[C:13]([C:15]([NH:17][CH2:18][CH2:19][CH2:20][N:21]3[CH2:25][CH2:24][CH:23]([C:26]([OH:28])=[O:27])[CH2:22]3)=[O:16])[S:14][C:7]=12. (4) Given the reactants [N+:1](CC1N=CC=CC=1C(O)=O)([O-])=O.C[C:15]1[CH:23]=[CH:22][CH:21]=[C:20]([N+:24]([O-])=O)[C:16]=1[C:17](O)=[O:18], predict the reaction product. The product is: [N:1]1[C:17](=[O:18])[CH:16]=[C:20]2[N:24]=[CH:15][CH:23]=[CH:22][C:21]=12. (5) Given the reactants [F:1][C:2]1[CH:3]=[CH:4][C:5]2[N:6]([CH:8]=[C:9]([C:11]([NH:13][C@H:14]3[CH2:19][CH2:18][C@@H:17]([N:20]4[C:25](=[O:26])[C:24]5[CH:27]=[C:28]([F:31])[CH:29]=[N:30][C:23]=5[N:22]([C:32]5[CH:33]=[C:34]([C:38]6[CH:43]=[CH:42][C:41]([CH2:44][CH2:45][CH2:46][OH:47])=[CH:40][CH:39]=6)[CH:35]=[CH:36][CH:37]=5)[C:21]4=[O:48])[CH2:16][CH2:15]3)=[O:12])[N:10]=2)[CH:7]=1.C(N(CC)CC)C.[CH3:56][S:57](Cl)(=[O:59])=[O:58].O, predict the reaction product. The product is: [CH3:56][S:57]([O:47][CH2:46][CH2:45][CH2:44][C:41]1[CH:40]=[CH:39][C:38]([C:34]2[CH:35]=[CH:36][CH:37]=[C:32]([N:22]3[C:23]4[N:30]=[CH:29][C:28]([F:31])=[CH:27][C:24]=4[C:25](=[O:26])[N:20]([C@H:17]4[CH2:18][CH2:19][C@@H:14]([NH:13][C:11]([C:9]5[N:10]=[C:5]6[CH:4]=[CH:3][C:2]([F:1])=[CH:7][N:6]6[CH:8]=5)=[O:12])[CH2:15][CH2:16]4)[C:21]3=[O:48])[CH:33]=2)=[CH:43][CH:42]=1)(=[O:59])=[O:58]. (6) Given the reactants [Cl:1][C:2]1[CH:3]=[CH:4][C:5]([O:28][CH3:29])=[C:6]([CH:27]=1)/[CH:7]=[C:8]1/[C:9](=[O:26])[N:10]([S:16]([C:19]2[CH:24]=[CH:23][C:22]([Cl:25])=[CH:21][CH:20]=2)(=[O:18])=[O:17])[CH2:11][C:12](=[O:15])[NH:13][CH2:14]/1, predict the reaction product. The product is: [Cl:1][C:2]1[CH:3]=[CH:4][C:5]([O:28][CH3:29])=[C:6]([CH:27]=1)[CH2:7][CH:8]1[CH2:14][NH:13][C:12](=[O:15])[CH2:11][N:10]([S:16]([C:19]2[CH:24]=[CH:23][C:22]([Cl:25])=[CH:21][CH:20]=2)(=[O:18])=[O:17])[C:9]1=[O:26]. (7) The product is: [Cl:1][C:2]1[CH:3]=[CH:4][C:5]2[N:6]([C:8]([C:11]([C:13]3[CH:21]=[CH:20][C:19]4[C:15](=[CH:16][N:17]([CH2:22][O:23][CH2:24][CH2:25][Si:26]([CH3:29])([CH3:28])[CH3:27])[N:18]=4)[CH:14]=3)([OH:12])[CH3:30])=[CH:9][N:10]=2)[N:7]=1. Given the reactants [Cl:1][C:2]1[CH:3]=[CH:4][C:5]2[N:6]([C:8]([C:11]([C:13]3[CH:21]=[CH:20][C:19]4[C:15](=[CH:16][N:17]([CH2:22][O:23][CH2:24][CH2:25][Si:26]([CH3:29])([CH3:28])[CH3:27])[N:18]=4)[CH:14]=3)=[O:12])=[CH:9][N:10]=2)[N:7]=1.[CH3:30][Mg]Br.CCOC(C)=O, predict the reaction product. (8) Given the reactants [CH:1]([C:5]1[CH2:6][C@@H:7]2[C@H:10]([CH:11]=1)[C:9](=[CH:12][C:13]([O:15][C:16]([CH3:19])([CH3:18])[CH3:17])=[O:14])[CH2:8]2)([CH2:3][CH3:4])[CH3:2].N12CCCN=C1CCCCC2.P([O-])(O)(O)=O.[K+].[N+:37]([CH3:40])([O-:39])=[O:38], predict the reaction product. The product is: [N+:37]([CH2:40][C@@:9]1([CH2:12][C:13]([O:15][C:16]([CH3:17])([CH3:19])[CH3:18])=[O:14])[CH2:8][C@H:7]2[C@@H:10]1[CH:11]=[C:5]([CH:1]([CH2:3][CH3:4])[CH3:2])[CH2:6]2)([O-:39])=[O:38]. (9) Given the reactants Cl.[C:2]([C:6]1[CH:7]=[C:8]([NH:18][C:19]([NH:21][C:22]2[CH:23]=[N:24][C:25]([N:29]3[CH2:34][CH2:33][NH:32][CH2:31][CH2:30]3)=[C:26]([Cl:28])[CH:27]=2)=[O:20])[N:9]([C:11]2[CH:16]=[CH:15][C:14]([CH3:17])=[CH:13][CH:12]=2)[N:10]=1)([CH3:5])([CH3:4])[CH3:3].[CH3:35][C:36]1([C:39](O)=[O:40])[CH2:38][CH2:37]1.O.ON1C2C=CC=CC=2N=N1.C(N(CC)CC)C, predict the reaction product. The product is: [C:2]([C:6]1[CH:7]=[C:8]([NH:18][C:19]([NH:21][C:22]2[CH:23]=[N:24][C:25]([N:29]3[CH2:34][CH2:33][N:32]([C:39]([C:36]4([CH3:35])[CH2:38][CH2:37]4)=[O:40])[CH2:31][CH2:30]3)=[C:26]([Cl:28])[CH:27]=2)=[O:20])[N:9]([C:11]2[CH:16]=[CH:15][C:14]([CH3:17])=[CH:13][CH:12]=2)[N:10]=1)([CH3:5])([CH3:3])[CH3:4].